Dataset: Forward reaction prediction with 1.9M reactions from USPTO patents (1976-2016). Task: Predict the product of the given reaction. Given the reactants [C:1]1([C:7]([C:15]2[CH:20]=[CH:19][CH:18]=[CH:17][CH:16]=2)([C:9]2[CH:14]=[CH:13][CH:12]=[CH:11][CH:10]=2)[SH:8])[CH:6]=[CH:5][CH:4]=[CH:3][CH:2]=1.[CH:21]([CH:23]=[CH2:24])=[O:22].C(N(CC)CC)C, predict the reaction product. The product is: [C:7]([S:8][CH2:24][CH2:23][CH:21]=[O:22])([C:1]1[CH:2]=[CH:3][CH:4]=[CH:5][CH:6]=1)([C:9]1[CH:10]=[CH:11][CH:12]=[CH:13][CH:14]=1)[C:15]1[CH:16]=[CH:17][CH:18]=[CH:19][CH:20]=1.